From a dataset of Full USPTO retrosynthesis dataset with 1.9M reactions from patents (1976-2016). Predict the reactants needed to synthesize the given product. (1) Given the product [NH2:14][C@H:3]1[C:2]([CH3:1])([CH3:25])[S:8][C:7]2[CH:9]=[CH:10][CH:11]=[CH:12][C:6]=2[NH:5][C:4]1=[O:13], predict the reactants needed to synthesize it. The reactants are: [CH3:1][C:2]1([CH3:25])[S:8][C:7]2[CH:9]=[CH:10][CH:11]=[CH:12][C:6]=2[NH:5][C:4](=[O:13])[C@H:3]1[NH:14]C(=O)OCC1C=CC=CC=1.Br.CC(O)=O. (2) Given the product [Cl:2][C:3]1[CH:8]=[CH:7][CH:6]=[C:5]([F:9])[C:4]=1[C:10]1[S:11][C:12]2[C:13]([NH:20][C:21]3[CH:26]=[C:25]([NH2:27])[N:24]=[CH:23][N:22]=3)=[N:14][CH:15]=[C:16]([F:19])[C:17]=2[N:18]=1, predict the reactants needed to synthesize it. The reactants are: Cl.[Cl:2][C:3]1[CH:8]=[CH:7][CH:6]=[C:5]([F:9])[C:4]=1[C:10]1[S:11][C:12]2[C:13]([NH:20][C:21]3[CH:26]=[C:25]([NH2:27])[N:24]=[CH:23][N:22]=3)=[N:14][CH:15]=[C:16]([F:19])[C:17]=2[N:18]=1.C(O)(C(F)(F)F)=O. (3) Given the product [C:1]([N:5]1[C:9]([NH:10][C:11]2[N:16]=[C:15]([CH2:17][C:18]3([C:24]([O:26][CH2:27][CH3:28])=[O:25])[CH2:23][CH2:22][N:21]([C:33](=[O:34])[C:32]4[CH:36]=[CH:37][CH:38]=[C:30]([Cl:29])[C:31]=4[F:39])[CH2:20][CH2:19]3)[CH:14]=[CH:13][CH:12]=2)=[CH:8][CH:7]=[N:6]1)([CH3:3])([CH3:4])[CH3:2], predict the reactants needed to synthesize it. The reactants are: [C:1]([N:5]1[C:9]([NH:10][C:11]2[N:16]=[C:15]([CH2:17][C:18]3([C:24]([O:26][CH2:27][CH3:28])=[O:25])[CH2:23][CH2:22][NH:21][CH2:20][CH2:19]3)[CH:14]=[CH:13][CH:12]=2)=[CH:8][CH:7]=[N:6]1)([CH3:4])([CH3:3])[CH3:2].[Cl:29][C:30]1[C:31]([F:39])=[C:32]([CH:36]=[CH:37][CH:38]=1)[C:33](O)=[O:34].O.OC1C2N=NNC=2C=CC=1.Cl.CN(C)CCCN=C=NCC.C(=O)(O)[O-].[Na+].